This data is from Merck oncology drug combination screen with 23,052 pairs across 39 cell lines. The task is: Regression. Given two drug SMILES strings and cell line genomic features, predict the synergy score measuring deviation from expected non-interaction effect. Drug 1: CC1CC2C3CCC4=CC(=O)C=CC4(C)C3(F)C(O)CC2(C)C1(O)C(=O)CO. Drug 2: O=C(CCCCCCC(=O)Nc1ccccc1)NO. Cell line: PA1. Synergy scores: synergy=11.4.